From a dataset of Forward reaction prediction with 1.9M reactions from USPTO patents (1976-2016). Predict the product of the given reaction. (1) Given the reactants [CH2:1]([C@@:4]1([CH3:25])[CH2:9][C@H:8]([C:10]2[CH:15]=[CH:14][CH:13]=[C:12]([Cl:16])[CH:11]=2)[C@@H:7]([C:17]2[CH:22]=[CH:21][C:20]([Cl:23])=[CH:19][N:18]=2)[NH:6][C:5]1=[O:24])[CH:2]=[CH2:3].[H-].[Na+].Br[CH:29]([CH2:37][CH3:38])[C:30]([O:32][C:33]([CH3:36])([CH3:35])[CH3:34])=[O:31], predict the reaction product. The product is: [CH2:1]([C@@:4]1([CH3:25])[CH2:9][C@H:8]([C:10]2[CH:15]=[CH:14][CH:13]=[C:12]([Cl:16])[CH:11]=2)[C@@H:7]([C:17]2[CH:22]=[CH:21][C:20]([Cl:23])=[CH:19][N:18]=2)[N:6]([CH:29]([CH2:37][CH3:38])[C:30]([O:32][C:33]([CH3:36])([CH3:35])[CH3:34])=[O:31])[C:5]1=[O:24])[CH:2]=[CH2:3]. (2) Given the reactants C(OC(=O)[NH:7][CH:8]1[CH2:13][CH2:12][CH:11]([NH:14][C:15]2[N:20]=[C:19]3[N:21](COCC[Si](C)(C)C)[N:22]=[C:23]([C:24]4[CH:29]=[CH:28][CH:27]=[C:26]([NH:30][CH2:31][C:32]5[CH:36]=[CH:35][S:34][CH:33]=5)[N:25]=4)[C:18]3=[CH:17][N:16]=2)[CH2:10][CH2:9]1)(C)(C)C.C(O)(C(F)(F)F)=O, predict the reaction product. The product is: [S:34]1[CH:35]=[CH:36][C:32]([CH2:31][NH:30][C:26]2[N:25]=[C:24]([C:23]3[C:18]4[C:19](=[N:20][C:15]([NH:14][CH:11]5[CH2:12][CH2:13][CH:8]([NH2:7])[CH2:9][CH2:10]5)=[N:16][CH:17]=4)[NH:21][N:22]=3)[CH:29]=[CH:28][CH:27]=2)=[CH:33]1. (3) Given the reactants [Li].[CH:2]1[CH:9]=[CH:8][CH:7]=[CH:6][CH:5]=[CH:4][CH:3]=1.CN(C)[C:12](Cl)=[O:13].FC1C=CC(CN2C(=O)C(C3NC4C=CC(NS(C)(=O)=O)=CC=4S(=O)(=O)N=3)=C(O)[C@H]3[C@@H]2C2C4C5C3C3C(C45)C23)=CC=1.S(=O)(=O)(O)O, predict the reaction product. The product is: [CH:2]12[C:12](=[O:13])[CH:7]([CH:8]=[CH:9]1)[CH:6]=[CH:5][CH:4]=[CH:3]2. (4) The product is: [ClH:1].[C:23]([CH2:22][O:21][C:7]1[C:8]2[C:9](=[N:10][C:11]([CH2:14][NH:15][CH2:16][CH:17]([CH3:19])[CH3:18])=[CH:12][CH:13]=2)[S:20][C:6]=1[C:4]([OH:5])=[O:3])([OH:25])=[O:24]. Given the reactants [ClH:1].C[O:3][C:4]([C:6]1[S:20][C:9]2=[N:10][C:11]([CH2:14][NH:15][CH2:16][CH:17]([CH3:19])[CH3:18])=[CH:12][CH:13]=[C:8]2[C:7]=1[O:21][CH2:22][C:23]([O:25]C(C)(C)C)=[O:24])=[O:5].[Li+].[OH-].Cl, predict the reaction product. (5) Given the reactants CO[N:3]([CH3:14])[C:4](=[O:13])[C:5]1[CH:10]=[CH:9][C:8]([O:11]C)=[CH:7]C=1.[CH2:15](OCC)C.C[Mg]Br, predict the reaction product. The product is: [CH3:15][O:13][C:4]1[N:3]=[CH:14][C:9]([C:8](=[O:11])[CH3:7])=[CH:10][CH:5]=1. (6) Given the reactants [N:1]1[N:5]2[CH:6]=[CH:7][C:8]([C:10]3[CH:15]=[CH:14][N:13]([CH2:16][CH2:17][C:18]([F:21])([F:20])[F:19])[C:12](=[O:22])[CH:11]=3)=[N:9][C:4]2=[CH:3][CH:2]=1.[Br:23]N1C(=O)CCC1=O, predict the reaction product. The product is: [Br:23][C:3]1[CH:2]=[N:1][N:5]2[CH:6]=[CH:7][C:8]([C:10]3[CH:15]=[CH:14][N:13]([CH2:16][CH2:17][C:18]([F:20])([F:19])[F:21])[C:12](=[O:22])[CH:11]=3)=[N:9][C:4]=12.